From a dataset of Catalyst prediction with 721,799 reactions and 888 catalyst types from USPTO. Predict which catalyst facilitates the given reaction. (1) Reactant: [NH:1]1[CH:5]=[C:4]([CH2:6][CH2:7][NH:8][C:9](=[O:24])[NH:10][CH:11]([CH2:15][C:16]2[CH:21]=[CH:20][C:19]([O:22][CH3:23])=[CH:18][CH:17]=2)[C:12]([OH:14])=O)[N:3]=[CH:2]1.C(N(C(C)C)CC)(C)C.CN(C(ON1N=NC2C=CC=CC1=2)=[N+](C)C)C.[B-](F)(F)(F)F.FC(F)(F)C(O)=O.[CH2:63]([O:67][C:68]1([C:72]2[CH:77]=[CH:76][CH:75]=[CH:74][CH:73]=2)[CH2:71][NH:70][CH2:69]1)[CH2:64][CH2:65][CH3:66]. Product: [CH2:63]([O:67][C:68]1([C:72]2[CH:77]=[CH:76][CH:75]=[CH:74][CH:73]=2)[CH2:71][N:70]([C:12](=[O:14])[CH:11]([NH:10][C:9]([NH:8][CH2:7][CH2:6][C:4]2[N:3]=[CH:2][NH:1][CH:5]=2)=[O:24])[CH2:15][C:16]2[CH:21]=[CH:20][C:19]([O:22][CH3:23])=[CH:18][CH:17]=2)[CH2:69]1)[CH2:64][CH2:65][CH3:66]. The catalyst class is: 120. (2) Reactant: [C:1]([O:5][C:6]([N:8]([CH3:24])[C@H:9]([C:19]1[O:20][CH:21]=[CH:22][CH:23]=1)[C@H:10]([CH3:18])[CH2:11][O:12][CH2:13][C:14](OC)=[O:15])=[O:7])([CH3:4])([CH3:3])[CH3:2].[BH4-].[Na+]. Product: [C:1]([O:5][C:6](=[O:7])[N:8]([C@H:9]([C:19]1[O:20][CH:21]=[CH:22][CH:23]=1)[C@H:10]([CH3:18])[CH2:11][O:12][CH2:13][CH2:14][OH:15])[CH3:24])([CH3:2])([CH3:3])[CH3:4]. The catalyst class is: 5.